From a dataset of Catalyst prediction with 721,799 reactions and 888 catalyst types from USPTO. Predict which catalyst facilitates the given reaction. (1) Reactant: C(OC([N:8](C(OC(C)(C)C)=O)[C:9]1[CH:13]=[C:12]([C:14]2[CH:19]=[CH:18][C:17]([N:20]([CH3:22])[CH3:21])=[CH:16][CH:15]=2)[N:11](C(OC(C)(C)C)=O)[N:10]=1)=O)(C)(C)C.C(O)(C(F)(F)F)=O. Product: [CH3:21][N:20]([CH3:22])[C:17]1[CH:16]=[CH:15][C:14]([C:12]2[NH:11][N:10]=[C:9]([NH2:8])[CH:13]=2)=[CH:19][CH:18]=1. The catalyst class is: 2. (2) Reactant: [F:1][C:2]1[CH:7]=[CH:6][C:5]([N:8]2[C:12](=[O:13])[CH2:11][CH:10]([C:14]([OH:16])=[O:15])[CH2:9]2)=[CH:4][CH:3]=1.[CH2:17](Cl)Cl.OS(O)(=O)=O. Product: [F:1][C:2]1[CH:3]=[CH:4][C:5]([N:8]2[C:12](=[O:13])[CH2:11][CH:10]([C:14]([O:16][CH3:17])=[O:15])[CH2:9]2)=[CH:6][CH:7]=1. The catalyst class is: 5.